From a dataset of Experimentally validated miRNA-target interactions with 360,000+ pairs, plus equal number of negative samples. Binary Classification. Given a miRNA mature sequence and a target amino acid sequence, predict their likelihood of interaction. (1) The miRNA is hsa-miR-4634 with sequence CGGCGCGACCGGCCCGGGG. The protein sequence of the target gene is MSNKRPNTTDGRTDLANGSLSSSPEEMSGAEEGRETSSGIEVEASDLSLSLTGDDGGPNRTSTESRGTDTESSGEEKDSDSMEDTGHYSINDESRGHGHSDEEDEEQPRHRGQRKRASRDQDSSDDERALEDWVSSETTALPRPRWQALPALRERELGSSARFVYEACGARVFVQRFRLQHGLEGHTGCVNTLHFNQRGTWLASGSDDLKVVVWDWVRRQPVLDFESGHKSNVFQAKFLPNSGDSTLAMCARDGQVRVAELSATQCCKNTKRVAQHKGASHKLALEPDSPCTFLSAGEDA.... Result: 0 (no interaction). (2) The miRNA is hsa-miR-765 with sequence UGGAGGAGAAGGAAGGUGAUG. The protein sequence of the target gene is MGIRGMLRAAALLLLIRTWLAESNGPSPTPKFHFELSSSTPEVILDLFNCKNCANEAVVQKILDRVLSTYDVRLRPNFGGAPVPVSVSIYVSSIEQISEINMDYTITMFLHQTWKDTRLAYYETNLNLTLDYRMHEKLWVPDCYFVNSKDAFVHDVTVENRVFQLHPDGTVRYGIRLTTTAACSLDLQKFPMDKQSCKLEVESYGYTVEDIVLSWEDDNAIHITDGLHIPQYTYLGRTITSKEVYFYTGSYMRLIVKFQVQREVRSYLVQVYWPTVLTTILSWISFWMNYDSSAARVTIG.... Result: 0 (no interaction).